From a dataset of Full USPTO retrosynthesis dataset with 1.9M reactions from patents (1976-2016). Predict the reactants needed to synthesize the given product. (1) The reactants are: Br[C:2]1[CH:3]=[CH:4][C:5]([C:10]([N:12]2[CH2:17][CH2:16][N:15]([C:18]3[C:23]([CH:24]4[CH2:26][CH2:25]4)=[CH:22][C:21]([CH:27]4[CH2:29][CH2:28]4)=[CH:20][N:19]=3)[CH2:14][CH2:13]2)=[O:11])=[C:6]([CH:9]=1)[C:7]#[N:8].[NH:30]1[CH2:34][CH2:33][CH2:32][C:31]1=[O:35]. Given the product [CH:24]1([C:23]2[C:18]([N:15]3[CH2:16][CH2:17][N:12]([C:10]([C:5]4[CH:4]=[CH:3][C:2]([N:30]5[CH2:34][CH2:33][CH2:32][C:31]5=[O:35])=[CH:9][C:6]=4[C:7]#[N:8])=[O:11])[CH2:13][CH2:14]3)=[N:19][CH:20]=[C:21]([CH:27]3[CH2:29][CH2:28]3)[CH:22]=2)[CH2:26][CH2:25]1, predict the reactants needed to synthesize it. (2) Given the product [Br:1][C:2]1[CH:3]=[C:4]([CH3:24])[C:5]([C:9]2[C:10](=[O:23])[CH:11]([CH2:16][C:17]3[CH:22]=[CH:21][CH:20]=[CH:19][N:18]=3)[CH2:12][C:13]=2[O:14][CH3:15])=[C:6]([CH3:8])[CH:7]=1, predict the reactants needed to synthesize it. The reactants are: [Br:1][C:2]1[CH:7]=[C:6]([CH3:8])[C:5]([C:9]2[C:10](=[O:23])[C:11](=[CH:16][C:17]3[CH:22]=[CH:21][CH:20]=[CH:19][N:18]=3)[CH2:12][C:13]=2[O:14][CH3:15])=[C:4]([CH3:24])[CH:3]=1. (3) Given the product [ClH:1].[ClH:1].[CH3:15][NH:14][CH2:13][C@@H:12]([OH:16])[C@H:11]([C:17]1[CH:22]=[CH:21][CH:20]=[CH:19][CH:18]=1)[N:8]1[C:7]2=[CH:2][N:3]=[CH:4][CH:5]=[C:6]2[CH:10]=[CH:9]1, predict the reactants needed to synthesize it. The reactants are: [Cl:1][C:2]1[N:3]=[CH:4][CH:5]=[C:6]2[CH:10]=[CH:9][N:8]([C@@H:11]([C:17]3[CH:22]=[CH:21][CH:20]=[CH:19][CH:18]=3)[C@H:12]([OH:16])[CH2:13][NH:14][CH3:15])[C:7]=12.[H][H]. (4) Given the product [NH2:33][C:34]1[S:38][C:37]([C:39]2[CH:44]=[CH:43][CH:42]=[CH:41][C:40]=2[F:45])=[N:36][C:35]=1[C:46]([NH:15][C:10]1[CH:11]=[N:12][N:13]([CH3:14])[C:9]=1[N:5]1[CH2:6][CH2:7][CH2:8][C:2]([NH2:18])([CH3:1])[CH2:3][CH2:4]1)=[O:47], predict the reactants needed to synthesize it. The reactants are: [CH3:1][C:2]1([NH:18]C(=O)OC(C)(C)C)[CH2:8][CH2:7][CH2:6][N:5]([C:9]2[N:13]([CH3:14])[N:12]=[CH:11][C:10]=2[N+:15]([O-])=O)[CH2:4][CH2:3]1.C(OC([NH:33][C:34]1[S:38][C:37]([C:39]2[CH:44]=[CH:43][CH:42]=[CH:41][C:40]=2[F:45])=[N:36][C:35]=1[C:46](O)=[O:47])=O)(C)(C)C.